This data is from Forward reaction prediction with 1.9M reactions from USPTO patents (1976-2016). The task is: Predict the product of the given reaction. Given the reactants [NH2:1][C:2]1[CH:3]=[C:4]([CH:8]=[CH:9][CH:10]=1)[C:5]([OH:7])=[O:6].[OH-].[Na+].[C:13](Cl)(=[O:20])[C:14]1[CH:19]=[CH:18][CH:17]=[CH:16][CH:15]=1.Cl, predict the reaction product. The product is: [C:13]([NH:1][C:2]1[CH:3]=[C:4]([CH:8]=[CH:9][CH:10]=1)[C:5]([OH:7])=[O:6])(=[O:20])[C:14]1[CH:19]=[CH:18][CH:17]=[CH:16][CH:15]=1.